This data is from Reaction yield outcomes from USPTO patents with 853,638 reactions. The task is: Predict the reaction yield, written as a fraction of the theoretical maximum amount of product (1.0 means a 100% yield; for example, 0.34 means a 34% yield). The reactants are [F:1][C:2]1[CH:7]=[CH:6][C:5]([CH2:8][CH:9]=O)=[CH:4][CH:3]=1.Cl.[O:12]([NH2:14])[CH3:13]. No catalyst specified. The product is [CH3:13][O:12][N:14]=[CH:9][CH2:8][C:5]1[CH:4]=[CH:3][C:2]([F:1])=[CH:7][CH:6]=1. The yield is 0.430.